This data is from Full USPTO retrosynthesis dataset with 1.9M reactions from patents (1976-2016). The task is: Predict the reactants needed to synthesize the given product. (1) Given the product [Cl:1][C:2]1[CH:30]=[CH:29][C:5]([C:6]([NH:8][C:9]2[CH:14]=[CH:13][C:12]([CH2:15][NH:16][C:17]3[C:26]4[C:21](=[CH:22][C:23]([I:27])=[CH:24][CH:25]=4)[N:20]=[C:19]([N:33]([CH3:34])[CH3:32])[N:18]=3)=[CH:11][CH:10]=2)=[O:7])=[CH:4][N:3]=1.[ClH:31], predict the reactants needed to synthesize it. The reactants are: [Cl:1][C:2]1[CH:30]=[CH:29][C:5]([C:6]([NH:8][C:9]2[CH:14]=[CH:13][C:12]([CH2:15][NH:16][C:17]3[C:26]4[C:21](=[CH:22][C:23]([I:27])=[CH:24][CH:25]=4)[N:20]=[C:19](Cl)[N:18]=3)=[CH:11][CH:10]=2)=[O:7])=[CH:4][N:3]=1.[ClH:31].[CH3:32][NH:33][CH3:34].O. (2) Given the product [Cl:23][C:8]1[N:7]=[C:6]([NH:10][CH:11]2[CH2:13][CH2:12]2)[N:5]=[C:4]([C:14]2[CH:19]=[CH:18][CH:17]=[CH:16][C:15]=2[Cl:20])[C:3]=1[C:1]#[N:2], predict the reactants needed to synthesize it. The reactants are: [C:1]([C:3]1[C:8](=O)[NH:7][C:6]([NH:10][CH:11]2[CH2:13][CH2:12]2)=[N:5][C:4]=1[C:14]1[CH:19]=[CH:18][CH:17]=[CH:16][C:15]=1[Cl:20])#[N:2].O=P(Cl)(Cl)[Cl:23]. (3) Given the product [NH2:23][N:9]1[C:4]([CH:1]2[CH2:2][CH2:3]2)=[CH:5][C:6]([C:11]2[CH:12]=[CH:13][C:14]([C:17]([F:20])([F:18])[F:19])=[CH:15][CH:16]=2)=[CH:7][C:8]1=[O:10], predict the reactants needed to synthesize it. The reactants are: [CH:1]1([C:4]2[NH:9][C:8](=[O:10])[CH:7]=[C:6]([C:11]3[CH:16]=[CH:15][C:14]([C:17]([F:20])([F:19])[F:18])=[CH:13][CH:12]=3)[CH:5]=2)[CH2:3][CH2:2]1.[OH-].[Na+].[NH2:23]OS(O)(=O)=O. (4) Given the product [CH2:1]([C:3]([C:21]1[CH:34]=[CH:33][C:24]([O:25][CH2:26][C@H:27]([OH:37])[CH2:28][CH2:29][C:30]([OH:31])=[O:32])=[C:23]([CH3:35])[CH:22]=1)([C:6]1[CH:11]=[CH:10][C:9]([C:12]#[C:13][CH:14]([OH:19])[C:15]2([CH3:18])[CH2:17][CH2:16]2)=[C:8]([CH3:20])[CH:7]=1)[CH2:4][CH3:5])[CH3:2], predict the reactants needed to synthesize it. The reactants are: [CH2:1]([C:3]([C:21]1[CH:34]=[CH:33][C:24]([O:25][CH2:26][C@@H:27]2[O:31][C:30](=[O:32])[CH2:29][CH2:28]2)=[C:23]([CH3:35])[CH:22]=1)([C:6]1[CH:11]=[CH:10][C:9]([C:12]#[C:13][CH:14]([OH:19])[C:15]2([CH3:18])[CH2:17][CH2:16]2)=[C:8]([CH3:20])[CH:7]=1)[CH2:4][CH3:5])[CH3:2].C[OH:37]. (5) Given the product [CH3:1][O:2][C:3]([C:5]1[O:9][C:8]2[CH:10]=[CH:11][C:12]([Cl:14])=[CH:13][C:7]=2[C:6]=1[O:15][CH2:18][O:19][CH2:20][CH2:21][O:22][CH3:23])=[O:4], predict the reactants needed to synthesize it. The reactants are: [CH3:1][O:2][C:3]([C:5]1[O:9][C:8]2[CH:10]=[CH:11][C:12]([Cl:14])=[CH:13][C:7]=2[C:6]=1[OH:15])=[O:4].[H-].[Na+].[CH2:18](Cl)[O:19][CH2:20][CH2:21][O:22][CH3:23]. (6) Given the product [NH:1]1[CH2:6][CH2:5][CH:4]([CH2:7][NH:8][C:9]([N:11]2[C:15]3[CH:16]=[CH:17][CH:18]=[CH:19][C:14]=3[N:13]([CH:20]3[CH2:21][CH2:22]3)[C:12]2=[O:23])=[O:10])[CH2:3][CH2:2]1.[Cl:24][CH2:25][CH2:26][C:27]([C:29]1[CH:34]=[CH:33][CH:32]=[CH:31][CH:30]=1)=[O:28], predict the reactants needed to synthesize it. The reactants are: [NH:1]1[CH2:6][CH2:5][CH:4]([CH2:7][NH:8][C:9]([N:11]2[C:15]3[CH:16]=[CH:17][CH:18]=[CH:19][C:14]=3[N:13]([CH:20]([CH3:22])[CH3:21])[C:12]2=[O:23])=[O:10])[CH2:3][CH2:2]1.[Cl:24][CH2:25][CH2:26][C:27]([C:29]1[CH:34]=[CH:33][C:32](C)=[CH:31][CH:30]=1)=[O:28]. (7) Given the product [CH2:20]([NH:19][C:18]([NH:17][C:14]1[S:15][C:16]2[C:8](/[C:5](/[CH3:6])=[N:4]/[O:3][CH3:2])=[CH:9][C:10]([C:23]3[CH:28]=[N:27][C:26]([N:29]4[CH2:30][CH2:31][C:32]([CH3:40])([C:35]([O:37][CH2:38][CH3:39])=[O:36])[CH2:33][CH2:34]4)=[N:25][CH:24]=3)=[CH:11][C:12]=2[N:13]=1)=[O:22])[CH3:21], predict the reactants needed to synthesize it. The reactants are: Cl.[CH3:2][O:3][NH2:4].[C:5]([C:8]1[C:16]2[S:15][C:14]([NH:17][C:18](=[O:22])[NH:19][CH2:20][CH3:21])=[N:13][C:12]=2[CH:11]=[C:10]([C:23]2[CH:24]=[N:25][C:26]([N:29]3[CH2:34][CH2:33][C:32]([CH3:40])([C:35]([O:37][CH2:38][CH3:39])=[O:36])[CH2:31][CH2:30]3)=[N:27][CH:28]=2)[CH:9]=1)(=O)[CH3:6].